This data is from Peptide-MHC class I binding affinity with 185,985 pairs from IEDB/IMGT. The task is: Regression. Given a peptide amino acid sequence and an MHC pseudo amino acid sequence, predict their binding affinity value. This is MHC class I binding data. The peptide sequence is VMLDWGIEL. The MHC is HLA-A03:01 with pseudo-sequence HLA-A03:01. The binding affinity (normalized) is 0.0847.